This data is from Peptide-MHC class I binding affinity with 185,985 pairs from IEDB/IMGT. The task is: Regression. Given a peptide amino acid sequence and an MHC pseudo amino acid sequence, predict their binding affinity value. This is MHC class I binding data. (1) The peptide sequence is QQTNAMVTL. The MHC is HLA-A02:01 with pseudo-sequence HLA-A02:01. The binding affinity (normalized) is 0.0240. (2) The peptide sequence is KVRGRLLAL. The MHC is HLA-B15:01 with pseudo-sequence HLA-B15:01. The binding affinity (normalized) is 0.515. (3) The peptide sequence is TSGGLLLAW. The MHC is HLA-B58:01 with pseudo-sequence HLA-B58:01. The binding affinity (normalized) is 0.936. (4) The peptide sequence is TSNLQEQIGW. The MHC is HLA-A02:01 with pseudo-sequence HLA-A02:01. The binding affinity (normalized) is 0.